This data is from Forward reaction prediction with 1.9M reactions from USPTO patents (1976-2016). The task is: Predict the product of the given reaction. (1) Given the reactants [Cl:1][C:2]1[CH:9]=[C:8]([Cl:10])[CH:7]=[CH:6][C:3]=1[CH2:4]Cl.[H-].[Na+].[F:13][C:14]([F:23])([F:22])[CH2:15][CH2:16][CH:17]([C:20]#[N:21])[C:18]#[N:19], predict the reaction product. The product is: [Cl:1][C:2]1[CH:9]=[C:8]([Cl:10])[CH:7]=[CH:6][C:3]=1[CH2:4][C:17]([CH2:16][CH2:15][C:14]([F:13])([F:22])[F:23])([C:18]#[N:19])[C:20]#[N:21]. (2) Given the reactants [F:1][C:2]([F:38])([F:37])[C:3]1[CH:4]=[C:5]([CH:30]=[C:31]([C:33]([F:36])([F:35])[F:34])[CH:32]=1)[CH2:6][N:7]([CH3:29])[C:8](=[O:28])[C:9]1[C:14]([C:15]2[CH:20]=[CH:19][CH:18]=[CH:17][C:16]=2[CH3:21])=[CH:13][C:12]([N:22]2[CH2:27][CH2:26][NH:25][CH2:24][CH2:23]2)=[N:11][CH:10]=1.Cl[CH2:40][CH2:41][O:42][CH2:43][CH2:44][OH:45].C(=O)([O-])[O-].[K+].[K+].[OH-].[Na+], predict the reaction product. The product is: [F:38][C:2]([F:37])([F:1])[C:3]1[CH:4]=[C:5]([CH:30]=[C:31]([C:33]([F:35])([F:36])[F:34])[CH:32]=1)[CH2:6][N:7]([CH3:29])[C:8](=[O:28])[C:9]1[C:14]([C:15]2[CH:20]=[CH:19][CH:18]=[CH:17][C:16]=2[CH3:21])=[CH:13][C:12]([N:22]2[CH2:23][CH2:24][N:25]([CH2:40][CH2:41][O:42][CH2:43][CH2:44][OH:45])[CH2:26][CH2:27]2)=[N:11][CH:10]=1. (3) Given the reactants [NH2:1][C:2]1[CH:3]=[CH:4][C:5]([O:8][C:9](=[O:18])[N:10]([CH3:17])[C:11]2[CH:16]=[CH:15][CH:14]=[CH:13][CH:12]=2)=[N:6][CH:7]=1.[F:19][C:20]([F:31])([F:30])[C:21]1[CH:22]=[C:23]([CH:27]=[CH:28][CH:29]=1)[C:24](Cl)=[O:25].C(N(CC)CC)C.ClCCl, predict the reaction product. The product is: [F:19][C:20]([F:30])([F:31])[C:21]1[CH:22]=[C:23]([CH:27]=[CH:28][CH:29]=1)[C:24]([NH:1][C:2]1[CH:3]=[CH:4][C:5]([O:8][C:9](=[O:18])[N:10]([CH3:17])[C:11]2[CH:16]=[CH:15][CH:14]=[CH:13][CH:12]=2)=[N:6][CH:7]=1)=[O:25]. (4) The product is: [N+:13]([C:5]1[CH:4]=[C:3]([CH:1]=[C:22]2[S:16][C:17](=[S:18])[NH:19][C:20]2=[O:21])[CH:8]=[CH:7][C:6]=1[NH:9][C:10](=[O:12])[CH3:11])([O-:15])=[O:14]. Given the reactants [CH:1]([C:3]1[CH:8]=[CH:7][C:6]([NH:9][C:10](=[O:12])[CH3:11])=[C:5]([N+:13]([O-:15])=[O:14])[CH:4]=1)=O.[S:16]1[CH2:22][C:20](=[O:21])[NH:19][C:17]1=[S:18].N1CCCCC1, predict the reaction product. (5) Given the reactants [C:1]([C:3]1[C:4]([N:16]2[CH2:19][CH:18]([C:20](O)=[O:21])[CH2:17]2)=[N:5][C:6]([O:14][CH3:15])=[C:7]([C:9]([O:11][CH2:12][CH3:13])=[O:10])[CH:8]=1)#[N:2].[F:23][C:24]1[CH:25]=[C:26]([CH2:31][S:32]([NH2:35])(=[O:34])=[O:33])[CH:27]=[CH:28][C:29]=1[F:30], predict the reaction product. The product is: [C:1]([C:3]1[C:4]([N:16]2[CH2:19][CH:18]([C:20](=[O:21])[NH:35][S:32]([CH2:31][C:26]3[CH:27]=[CH:28][C:29]([F:30])=[C:24]([F:23])[CH:25]=3)(=[O:33])=[O:34])[CH2:17]2)=[N:5][C:6]([O:14][CH3:15])=[C:7]([CH:8]=1)[C:9]([O:11][CH2:12][CH3:13])=[O:10])#[N:2].